Dataset: Peptide-MHC class I binding affinity with 185,985 pairs from IEDB/IMGT. Task: Regression. Given a peptide amino acid sequence and an MHC pseudo amino acid sequence, predict their binding affinity value. This is MHC class I binding data. (1) The peptide sequence is STELIRRVRR. The MHC is HLA-A03:01 with pseudo-sequence HLA-A03:01. The binding affinity (normalized) is 0. (2) The peptide sequence is KVDDTFYYV. The MHC is HLA-A02:01 with pseudo-sequence HLA-A02:01. The binding affinity (normalized) is 0.605. (3) The peptide sequence is CTDPYSQMV. The MHC is HLA-A11:01 with pseudo-sequence HLA-A11:01. The binding affinity (normalized) is 0.0847. (4) The peptide sequence is DEFIQRYKL. The MHC is HLA-B45:01 with pseudo-sequence HLA-B45:01. The binding affinity (normalized) is 0.0607. (5) The peptide sequence is GLRALRETL. The MHC is HLA-A68:02 with pseudo-sequence HLA-A68:02. The binding affinity (normalized) is 0.318.